The task is: Predict the reactants needed to synthesize the given product.. This data is from Full USPTO retrosynthesis dataset with 1.9M reactions from patents (1976-2016). (1) Given the product [Br:17][C:18]1[CH:23]=[CH:22][C:21]([NH:1][C:2]2[CH:3]=[C:4]([NH:13][C:14](=[O:16])[CH3:15])[CH:5]=[C:6]([N:8]3[CH:9]=[CH:10][CH:11]=[CH:12]3)[CH:7]=2)=[C:20]([N+:25]([O-:27])=[O:26])[CH:19]=1, predict the reactants needed to synthesize it. The reactants are: [NH2:1][C:2]1[CH:3]=[C:4]([NH:13][C:14](=[O:16])[CH3:15])[CH:5]=[C:6]([N:8]2[CH:12]=[CH:11][CH:10]=[CH:9]2)[CH:7]=1.[Br:17][C:18]1[CH:23]=[CH:22][C:21](F)=[C:20]([N+:25]([O-:27])=[O:26])[CH:19]=1.[F-].[K+]. (2) The reactants are: C(N(CC1C=CC=CC=1)[C:9]1([CH2:14][NH:15][C:16]2[C:25]3[C:20](=CC=C(C)[CH:24]=3)[N:19]=[C:18]([N:27]3[CH2:33][C:32]4[CH:34]=[CH:35][CH:36]=[CH:37][C:31]=4[S:30](=[O:39])(=[O:38])[CH2:29][CH2:28]3)[CH:17]=2)CCOC1)C1C=CC=CC=1.[NH:47]1[CH2:51][CH2:50][CH:49]([NH2:52])[CH2:48]1. Given the product [O:38]=[S:30]1(=[O:39])[C:31]2[CH:37]=[CH:36][CH:35]=[CH:34][C:32]=2[CH2:33][N:27]([C:18]2[CH:17]=[C:24]([N:47]3[CH2:51][CH2:50][CH:49]([NH2:52])[CH2:48]3)[C:25]3[C:20](=[CH:9][CH:14]=[N:15][CH:16]=3)[N:19]=2)[CH2:28][CH2:29]1, predict the reactants needed to synthesize it. (3) Given the product [CH:23]1([C@@H:21]([NH:20][C:15]2[CH:14]=[C:13]([C:3]3[CH:4]=[CH:5][CH:6]=[C:7]([CH3:8])[C:2]=3[CH3:1])[N:18]=[C:17]([NH2:19])[N:16]=2)[CH3:22])[CH2:25][CH2:24]1, predict the reactants needed to synthesize it. The reactants are: [CH3:1][C:2]1[C:7]([CH3:8])=[CH:6][CH:5]=[CH:4][C:3]=1B(O)O.Cl[C:13]1[N:18]=[C:17]([NH2:19])[N:16]=[C:15]([NH:20][C@H:21]([CH:23]2[CH2:25][CH2:24]2)[CH3:22])[CH:14]=1. (4) Given the product [I:1][C:2]1[CH:3]=[N:4][N:5]([CH2:10][CH2:9][OH:8])[CH:6]=1, predict the reactants needed to synthesize it. The reactants are: [I:1][C:2]1[CH:3]=[N:4][NH:5][CH:6]=1.C1(=O)O[CH2:10][CH2:9][O:8]1.